From a dataset of Forward reaction prediction with 1.9M reactions from USPTO patents (1976-2016). Predict the product of the given reaction. (1) Given the reactants [F:1][C:2]1[CH:3]=[C:4]([C@H:9]([NH:12]C(=O)OC(C)(C)C)[CH2:10][OH:11])[CH:5]=[C:6]([I:8])[CH:7]=1.[ClH:20].O1CCOCC1, predict the reaction product. The product is: [ClH:20].[NH2:12][C@@H:9]([C:4]1[CH:5]=[C:6]([I:8])[CH:7]=[C:2]([F:1])[CH:3]=1)[CH2:10][OH:11]. (2) Given the reactants [CH3:1][O:2][C:3]1[CH:4]=[C:5]([CH:24]=[CH:25][C:26]=1[O:27][CH2:28][C:29]1[CH:34]=[CH:33][CH:32]=[C:31]([F:35])[CH:30]=1)[NH:6][C:7]1[C:16]2[C:11](=[CH:12][CH:13]=[C:14]([C:17]3[O:21][C:20]([CH:22]=O)=[CH:19][CH:18]=3)[CH:15]=2)[N:10]=[CH:9][N:8]=1.[CH3:36][S:37]([CH2:40][CH2:41][NH2:42])(=[O:39])=[O:38], predict the reaction product. The product is: [F:35][C:31]1[CH:30]=[C:29]([CH:34]=[CH:33][CH:32]=1)[CH2:28][O:27][C:26]1[CH:25]=[CH:24][C:5]([NH:6][C:7]2[C:16]3[C:11](=[CH:12][CH:13]=[C:14]([C:17]4[O:21][C:20]([CH2:22][NH:42][CH2:41][CH2:40][S:37]([CH3:36])(=[O:39])=[O:38])=[CH:19][CH:18]=4)[CH:15]=3)[N:10]=[CH:9][N:8]=2)=[CH:4][C:3]=1[O:2][CH3:1]. (3) Given the reactants [NH2:1][C:2]1[N:7]=[C:6](/[C:8](=[C:11]2\[NH:12][C:13]3[CH:21]=[CH:20][CH:19]=[CH:18][C:14]=3[N:15]\2[CH2:16][CH3:17])/[C:9]#[N:10])[CH:5]=[CH:4][N:3]=1.[CH3:22][C:23]([O:26][C:27]([N:29]1[C@@H:33]([C:34]([OH:36])=O)[CH2:32][S:31][CH2:30]1)=[O:28])([CH3:25])[CH3:24].[CH3:37]CN(C(C)C)C(C)C, predict the reaction product. The product is: [C:9](/[C:8](=[C:11]1/[NH:12][C:13]2[CH:21]=[CH:20][CH:19]=[CH:18][C:14]=2[N:15]/1[CH2:16][CH3:17])/[C:6]1[C:5]([CH3:37])=[CH:4][N:3]=[C:2]([NH:1][C:34]([C@H:33]2[CH2:32][S:31][CH2:30][N:29]2[C:27]([O:26][C:23]([CH3:25])([CH3:24])[CH3:22])=[O:28])=[O:36])[N:7]=1)#[N:10]. (4) Given the reactants Br[C:2]1[CH:7]=[C:6]([CH2:8][CH2:9][N:10]2[CH2:15][CH2:14][O:13][CH2:12][CH2:11]2)[CH:5]=[CH:4][C:3]=1[NH2:16].[CH3:17][C:18]1([CH3:27])[CH2:23][CH2:22][C:21](B(O)O)=[CH:20][CH2:19]1, predict the reaction product. The product is: [CH3:17][C:18]1([CH3:27])[CH2:23][CH2:22][C:21]([C:2]2[CH:7]=[C:6]([CH2:8][CH2:9][N:10]3[CH2:15][CH2:14][O:13][CH2:12][CH2:11]3)[CH:5]=[CH:4][C:3]=2[NH2:16])=[CH:20][CH2:19]1. (5) Given the reactants [Sn](Cl)Cl.[NH2:4][C:5]1[C:13]2[C:12]([C:14]3[CH:19]=[CH:18][CH:17]=[C:16]([N+:20]([O-])=O)[CH:15]=3)=[N:11][C:10]([C:23]3[CH:28]=[CH:27][CH:26]=[CH:25][CH:24]=3)=[N:9][C:8]=2[S:7][C:6]=1[C:29]([O:31][CH2:32][CH3:33])=[O:30].Cl.[Na+].[Cl-], predict the reaction product. The product is: [NH2:4][C:5]1[C:13]2[C:12]([C:14]3[CH:19]=[CH:18][CH:17]=[C:16]([NH2:20])[CH:15]=3)=[N:11][C:10]([C:23]3[CH:28]=[CH:27][CH:26]=[CH:25][CH:24]=3)=[N:9][C:8]=2[S:7][C:6]=1[C:29]([O:31][CH2:32][CH3:33])=[O:30]. (6) The product is: [CH2:1]([O:8][C:9]1[CH:10]=[C:11]2[C:16](=[CH:17][CH:18]=1)[C:15](=[O:19])[N:14]([CH2:20][CH:21]([CH3:23])[CH3:22])[C:13]([C:24]([O:26][CH3:27])=[O:25])=[C:12]2[O:28][S:38]([C:41]([F:44])([F:43])[F:42])(=[O:40])=[O:39])[C:2]1[CH:7]=[CH:6][CH:5]=[CH:4][CH:3]=1. Given the reactants [CH2:1]([O:8][C:9]1[CH:10]=[C:11]2[C:16](=[CH:17][CH:18]=1)[C:15](=[O:19])[N:14]([CH2:20][CH:21]([CH3:23])[CH3:22])[C:13]([C:24]([O:26][CH3:27])=[O:25])=[C:12]2[OH:28])[C:2]1[CH:7]=[CH:6][CH:5]=[CH:4][CH:3]=1.[H-].[Na+].C1C=CC(N([S:38]([C:41]([F:44])([F:43])[F:42])(=[O:40])=[O:39])[S:38]([C:41]([F:44])([F:43])[F:42])(=[O:40])=[O:39])=CC=1.O, predict the reaction product. (7) Given the reactants [NH2:1][C:2]1[C:11]2[C:6](=[N:7][C:8]([C:12]3[C:20]([C:21]([F:24])([F:23])[F:22])=[CH:19][C:15]([C:16]([NH2:18])=[O:17])=[CH:14][N:13]=3)=[CH:9][N:10]=2)[N:5]=[CH:4][CH:3]=1.C(=O)([O-])[O-].[Cs+].[Cs+].Cl[C:32]1[CH:37]=[CH:36][C:35]([C:38]([F:41])([F:40])[F:39])=[CH:34][N:33]=1.CC1(C)C2C(=C(P(C3C=CC=CC=3)C3C=CC=CC=3)C=CC=2)OC2C(P(C3C=CC=CC=3)C3C=CC=CC=3)=CC=CC1=2, predict the reaction product. The product is: [F:22][C:21]([F:24])([F:23])[C:20]1[C:12]([C:8]2[N:7]=[C:6]3[N:5]=[CH:4][CH:3]=[C:2]([NH:1][C:32]4[CH:37]=[CH:36][C:35]([C:38]([F:41])([F:40])[F:39])=[CH:34][N:33]=4)[C:11]3=[N:10][CH:9]=2)=[N:13][CH:14]=[C:15]([CH:19]=1)[C:16]([NH2:18])=[O:17].